This data is from Full USPTO retrosynthesis dataset with 1.9M reactions from patents (1976-2016). The task is: Predict the reactants needed to synthesize the given product. (1) Given the product [CH3:13][O:12][C:11]1[C:2]([CH2:14][CH2:15][OH:16])=[CH:3][C:4]2[C:9]([CH:10]=1)=[CH:8][CH:7]=[CH:6][CH:5]=2, predict the reactants needed to synthesize it. The reactants are: Br[C:2]1[C:11]([O:12][CH3:13])=[CH:10][C:9]2[C:4](=[CH:5][CH:6]=[CH:7][CH:8]=2)[CH:3]=1.[CH2:14]1[O:16][CH2:15]1. (2) Given the product [F:1][C:2]1[CH:7]=[C:6]([I:8])[CH:5]=[CH:4][C:3]=1[NH:9][C:14]1[N:15]([CH3:34])[C:16](=[O:33])[CH:17]=[C:18]([O:19][C:20]2[CH:25]=[CH:24][CH:23]=[C:22]([O:26][C@H:27]3[CH2:31][CH2:30][O:29][CH2:28]3)[C:21]=2[CH3:32])[C:13]=1[C:12]([NH:11][CH2:36][C:37]1[CH:38]=[CH:39][C:40]([O:43][CH3:44])=[CH:41][CH:42]=1)=[O:35], predict the reactants needed to synthesize it. The reactants are: [F:1][C:2]1[CH:7]=[C:6]([I:8])[CH:5]=[CH:4][C:3]=1[N:9]1[C:14]2[N:15]([CH3:34])[C:16](=[O:33])[CH:17]=[C:18]([O:19][C:20]3[CH:25]=[CH:24][CH:23]=[C:22]([O:26][C@H:27]4[CH2:31][CH2:30][O:29][CH2:28]4)[C:21]=3[CH3:32])[C:13]=2[C:12](=[O:35])[N:11]([CH2:36][C:37]2[CH:42]=[CH:41][C:40]([O:43][CH3:44])=[CH:39][CH:38]=2)C1=O.[OH-].[Li+]. (3) Given the product [Cl:14]/[CH:15]=[CH:16]/[CH2:17][N:2]([CH2:3][C:4]1[C:13]2[C:8](=[CH:9][CH:10]=[CH:11][CH:12]=2)[CH:7]=[CH:6][CH:5]=1)[CH3:1], predict the reactants needed to synthesize it. The reactants are: [CH3:1][NH:2][CH2:3][C:4]1[C:13]2[C:8](=[CH:9][CH:10]=[CH:11][CH:12]=2)[CH:7]=[CH:6][CH:5]=1.[Cl:14][CH:15]=[CH:16][CH2:17]Cl.C(=O)([O-])[O-].[K+].[K+]. (4) Given the product [Cl:1][C:2]1[CH:29]=[CH:28][C:5]([CH2:6][N:7]2[C:15]3[C:10](=[CH:11][C:12]([CH:16]=[C:17]4[S:21][C:20]([N:41]5[CH2:42][CH2:43][N:38]([CH2:37][CH:34]6[CH2:36][CH2:35]6)[CH2:39][CH2:40]5)=[N:19][C:18]4=[O:25])=[CH:13][CH:14]=3)[C:9]([C:26]#[N:27])=[N:8]2)=[C:4]([C:30]([F:32])([F:31])[F:33])[CH:3]=1, predict the reactants needed to synthesize it. The reactants are: [Cl:1][C:2]1[CH:29]=[CH:28][C:5]([CH2:6][N:7]2[C:15]3[C:10](=[CH:11][C:12]([CH:16]=[C:17]4[S:21][C:20](SCC)=[N:19][C:18]4=[O:25])=[CH:13][CH:14]=3)[C:9]([C:26]#[N:27])=[N:8]2)=[C:4]([C:30]([F:33])([F:32])[F:31])[CH:3]=1.[CH:34]1([CH2:37][N:38]2[CH2:43][CH2:42][NH:41][CH2:40][CH2:39]2)[CH2:36][CH2:35]1.